Regression. Given two drug SMILES strings and cell line genomic features, predict the synergy score measuring deviation from expected non-interaction effect. From a dataset of NCI-60 drug combinations with 297,098 pairs across 59 cell lines. (1) Drug 1: C1CN(CCN1C(=O)CCBr)C(=O)CCBr. Drug 2: CS(=O)(=O)OCCCCOS(=O)(=O)C. Cell line: OVCAR-5. Synergy scores: CSS=24.7, Synergy_ZIP=-11.7, Synergy_Bliss=-6.10, Synergy_Loewe=-6.76, Synergy_HSA=-2.35. (2) Drug 1: CN1C(=O)N2C=NC(=C2N=N1)C(=O)N. Drug 2: C1CC(CNC1)C2=CC=C(C=C2)N3C=C4C=CC=C(C4=N3)C(=O)N. Cell line: T-47D. Synergy scores: CSS=32.5, Synergy_ZIP=20.7, Synergy_Bliss=21.7, Synergy_Loewe=3.72, Synergy_HSA=9.69. (3) Drug 1: CS(=O)(=O)C1=CC(=C(C=C1)C(=O)NC2=CC(=C(C=C2)Cl)C3=CC=CC=N3)Cl. Drug 2: CN(C)N=NC1=C(NC=N1)C(=O)N. Cell line: SK-MEL-2. Synergy scores: CSS=-7.59, Synergy_ZIP=3.77, Synergy_Bliss=-1.17, Synergy_Loewe=-6.29, Synergy_HSA=-6.60. (4) Drug 1: CC1=C(C(=O)C2=C(C1=O)N3CC4C(C3(C2COC(=O)N)OC)N4)N. Drug 2: C1CC(CCC1OC2=C(C(=CC=C2)Cl)F)(CC3=NC(=CC=C3)NC4=NC=CS4)C(=O)O. Cell line: UACC62. Synergy scores: CSS=33.9, Synergy_ZIP=-7.00, Synergy_Bliss=-8.04, Synergy_Loewe=-9.06, Synergy_HSA=-2.82. (5) Cell line: RXF 393. Drug 1: C1CN1P(=S)(N2CC2)N3CC3. Drug 2: C1CNP(=O)(OC1)N(CCCl)CCCl. Synergy scores: CSS=0.236, Synergy_ZIP=0.208, Synergy_Bliss=0.312, Synergy_Loewe=-1.39, Synergy_HSA=-0.799. (6) Drug 1: CCC1(CC2CC(C3=C(CCN(C2)C1)C4=CC=CC=C4N3)(C5=C(C=C6C(=C5)C78CCN9C7C(C=CC9)(C(C(C8N6C=O)(C(=O)OC)O)OC(=O)C)CC)OC)C(=O)OC)O.OS(=O)(=O)O. Drug 2: CCC1(CC2CC(C3=C(CCN(C2)C1)C4=CC=CC=C4N3)(C5=C(C=C6C(=C5)C78CCN9C7C(C=CC9)(C(C(C8N6C)(C(=O)OC)O)OC(=O)C)CC)OC)C(=O)OC)O.OS(=O)(=O)O. Cell line: HCT-15. Synergy scores: CSS=-5.65, Synergy_ZIP=-2.76, Synergy_Bliss=-7.99, Synergy_Loewe=-10.1, Synergy_HSA=-9.90. (7) Drug 1: C1=CC(=CC=C1CC(C(=O)O)N)N(CCCl)CCCl.Cl. Drug 2: COCCOC1=C(C=C2C(=C1)C(=NC=N2)NC3=CC=CC(=C3)C#C)OCCOC.Cl. Cell line: NCI-H522. Synergy scores: CSS=38.9, Synergy_ZIP=-2.03, Synergy_Bliss=4.16, Synergy_Loewe=-5.29, Synergy_HSA=8.67. (8) Drug 1: CC1=CC2C(CCC3(C2CCC3(C(=O)C)OC(=O)C)C)C4(C1=CC(=O)CC4)C. Drug 2: CC1=C2C(C(=O)C3(C(CC4C(C3C(C(C2(C)C)(CC1OC(=O)C(C(C5=CC=CC=C5)NC(=O)C6=CC=CC=C6)O)O)OC(=O)C7=CC=CC=C7)(CO4)OC(=O)C)O)C)OC(=O)C. Cell line: MDA-MB-231. Synergy scores: CSS=22.0, Synergy_ZIP=-1.85, Synergy_Bliss=-6.76, Synergy_Loewe=-51.4, Synergy_HSA=-14.7. (9) Drug 1: CC12CCC(CC1=CCC3C2CCC4(C3CC=C4C5=CN=CC=C5)C)O. Drug 2: C1=NC2=C(N=C(N=C2N1C3C(C(C(O3)CO)O)O)F)N. Cell line: IGROV1. Synergy scores: CSS=1.27, Synergy_ZIP=-1.13, Synergy_Bliss=-2.85, Synergy_Loewe=-6.75, Synergy_HSA=-3.72. (10) Drug 1: CN1CCC(CC1)COC2=C(C=C3C(=C2)N=CN=C3NC4=C(C=C(C=C4)Br)F)OC. Drug 2: CC1=C2C(C(=O)C3(C(CC4C(C3C(C(C2(C)C)(CC1OC(=O)C(C(C5=CC=CC=C5)NC(=O)OC(C)(C)C)O)O)OC(=O)C6=CC=CC=C6)(CO4)OC(=O)C)OC)C)OC. Cell line: MDA-MB-435. Synergy scores: CSS=74.6, Synergy_ZIP=16.7, Synergy_Bliss=16.7, Synergy_Loewe=-11.3, Synergy_HSA=15.9.